Dataset: Reaction yield outcomes from USPTO patents with 853,638 reactions. Task: Predict the reaction yield, written as a fraction of the theoretical maximum amount of product (1.0 means a 100% yield; for example, 0.34 means a 34% yield). The reactants are [C:1]([C:3]1[C:4]([O:38][CH3:39])=[C:5]([CH2:13][N:14]([CH3:37])[C:15](=[O:36])[CH:16]([N:24]2[CH2:28][CH2:27][C@H:26]([NH:29][C:30](=[O:35])[C:31]([F:34])([F:33])[F:32])[CH2:25]2)[C:17]2[CH:22]=[CH:21][C:20]([F:23])=[CH:19][CH:18]=2)[C:6]2[C:11]([CH:12]=1)=[CH:10][CH:9]=[CH:8][CH:7]=2)#[N:2].[H-].[Na+].IC.[C:44]([O-])(O)=O.[Na+]. The catalyst is CN(C=O)C. The product is [C:1]([C:3]1[C:4]([O:38][CH3:39])=[C:5]([CH2:13][N:14]([CH3:37])[C:15](=[O:36])[CH:16]([N:24]2[CH2:28][CH2:27][C@H:26]([N:29]([CH3:44])[C:30](=[O:35])[C:31]([F:34])([F:33])[F:32])[CH2:25]2)[C:17]2[CH:22]=[CH:21][C:20]([F:23])=[CH:19][CH:18]=2)[C:6]2[C:11]([CH:12]=1)=[CH:10][CH:9]=[CH:8][CH:7]=2)#[N:2]. The yield is 0.670.